Dataset: Full USPTO retrosynthesis dataset with 1.9M reactions from patents (1976-2016). Task: Predict the reactants needed to synthesize the given product. (1) Given the product [C:54]([O:53][C:51]([N:48]1[CH2:47][CH:46]=[C:45]([C:41]2[CH:40]=[C:39]([CH:44]=[CH:43][CH:42]=2)[C:37]([OH:38])=[O:36])[CH2:50][CH2:49]1)=[O:52])([CH3:57])([CH3:55])[CH3:56], predict the reactants needed to synthesize it. The reactants are: B(O)(O)C1C=CC=C(C(O)=O)C=1.FC(F)(F)S(OC1CCN(C(OC(C)(C)C)=O)CC=1)(=O)=O.C([O:36][C:37]([C:39]1[CH:40]=[C:41]([C:45]2[CH2:46][CH2:47][N:48]([C:51]([O:53][C:54]([CH3:57])([CH3:56])[CH3:55])=[O:52])[CH2:49][CH:50]=2)[CH:42]=[CH:43][CH:44]=1)=[O:38])C. (2) Given the product [CH3:16][N:4]1[C:3](=[O:17])[C:2]([N:22]2[CH2:23][CH2:24][N:19]([C:25](=[O:26])[C:27]3[CH:32]=[CH:31][CH:30]=[CH:29][C:28]=3[C:33]([F:36])([F:34])[F:35])[CH2:20][CH2:21]2)=[N:7][N:6]([CH2:8][CH2:9][CH2:10][C:11]([F:14])([F:13])[F:12])[C:5]1=[O:15].[CH2:25]([OH:26])[CH2:27][CH2:28][CH3:29], predict the reactants needed to synthesize it. The reactants are: Br[C:2]1[C:3](=[O:17])[N:4]([CH3:16])[C:5](=[O:15])[N:6]([CH2:8][CH2:9][CH2:10][C:11]([F:14])([F:13])[F:12])[N:7]=1.Cl.[N:19]1([C:25]([C:27]2[CH:32]=[CH:31][CH:30]=[CH:29][C:28]=2[C:33]([F:36])([F:35])[F:34])=[O:26])[CH2:24][CH2:23][NH:22][CH2:21][CH2:20]1. (3) Given the product [Cl:1][C:2]1[C:6]2[CH:7]=[CH:8][CH:9]=[CH:10][C:5]=2[O:4][C:3]=1[CH2:11][N:12]([CH3:13])[C:27](=[O:29])/[CH:26]=[CH:25]/[C:22]1[CH:23]=[N:24][C:17]2[NH:16][C:15](=[O:14])[CH2:20][O:19][C:18]=2[CH:21]=1, predict the reactants needed to synthesize it. The reactants are: [Cl:1][C:2]1[C:6]2[CH:7]=[CH:8][CH:9]=[CH:10][C:5]=2[O:4][C:3]=1[CH2:11][NH:12][CH3:13].[O:14]=[C:15]1[CH2:20][O:19][C:18]2[CH:21]=[C:22](/[CH:25]=[CH:26]/[C:27]([OH:29])=O)[CH:23]=[N:24][C:17]=2[NH:16]1.ON1C2C=CC=CC=2N=N1.C(N(C(C)C)CC)(C)C.CN(C)CCCN=C=NCC. (4) The reactants are: [C:1]([O:4][CH2:5]Br)(=[O:3])[CH3:2].[CH2:7]([CH:14]([CH2:18][CH2:19][C:20]1[CH:25]=[CH:24][CH:23]=[CH:22][CH:21]=1)[C:15]([OH:17])=[O:16])[C:8]1[CH:13]=[CH:12][CH:11]=[CH:10][CH:9]=1.CCN(C(C)C)C(C)C.O. Given the product [CH2:7]([CH:14]([CH2:18][CH2:19][C:20]1[CH:25]=[CH:24][CH:23]=[CH:22][CH:21]=1)[C:15]([O:17][CH2:5][O:4][C:1](=[O:3])[CH3:2])=[O:16])[C:8]1[CH:9]=[CH:10][CH:11]=[CH:12][CH:13]=1, predict the reactants needed to synthesize it.